Predict the reactants needed to synthesize the given product. From a dataset of Full USPTO retrosynthesis dataset with 1.9M reactions from patents (1976-2016). Given the product [CH3:1][C:2]1[CH:7]=[CH:6][C:5]([CH3:8])=[CH:4][C:3]=1[NH:9][C:10]1[N:15]2[N:16]=[CH:17][C:18]([C:19]([NH:43][S:40]([CH2:38][CH3:39])(=[O:42])=[O:41])=[O:20])=[C:14]2[N:13]=[CH:12][C:11]=1[C:22]([N:24]1[CH2:29][CH2:28][C:27]([F:37])([C:30]2[CH:31]=[CH:32][C:33]([F:36])=[CH:34][CH:35]=2)[CH2:26][CH2:25]1)=[O:23], predict the reactants needed to synthesize it. The reactants are: [CH3:1][C:2]1[CH:7]=[CH:6][C:5]([CH3:8])=[CH:4][C:3]=1[NH:9][C:10]1[N:15]2[N:16]=[CH:17][C:18]([C:19](O)=[O:20])=[C:14]2[N:13]=[CH:12][C:11]=1[C:22]([N:24]1[CH2:29][CH2:28][C:27]([F:37])([C:30]2[CH:35]=[CH:34][C:33]([F:36])=[CH:32][CH:31]=2)[CH2:26][CH2:25]1)=[O:23].[CH2:38]([S:40]([NH2:43])(=[O:42])=[O:41])[CH3:39].